From a dataset of Forward reaction prediction with 1.9M reactions from USPTO patents (1976-2016). Predict the product of the given reaction. Given the reactants Cl[CH2:2][CH2:3][S:4](Cl)(=[O:6])=[O:5].[C:8]([NH2:16])([CH2:11][C:12]([CH3:15])([CH3:14])[CH3:13])([CH3:10])[CH3:9].C(N(CC)CC)C, predict the reaction product. The product is: [CH3:9][C:8]([NH:16][S:4]([CH:3]=[CH2:2])(=[O:6])=[O:5])([CH3:10])[CH2:11][C:12]([CH3:15])([CH3:14])[CH3:13].